This data is from Reaction yield outcomes from USPTO patents with 853,638 reactions. The task is: Predict the reaction yield, written as a fraction of the theoretical maximum amount of product (1.0 means a 100% yield; for example, 0.34 means a 34% yield). (1) The reactants are [CH:1]([C:3]1[CH:4]=[C:5]([B:9]([OH:11])[OH:10])[CH:6]=[CH:7][CH:8]=1)=[O:2].O[C:13]([C:16](O)([CH3:18])[CH3:17])([CH3:15])[CH3:14]. The catalyst is C1COCC1.C(Cl)Cl. The product is [CH3:14][C:13]1([CH3:15])[C:16]([CH3:18])([CH3:17])[O:11][B:9]([C:5]2[CH:4]=[C:3]([CH:8]=[CH:7][CH:6]=2)[CH:1]=[O:2])[O:10]1. The yield is 1.00. (2) The reactants are [CH2:1]([O:8][C:9]1C=[CH:16][CH:15]=[CH:14][C:10]=1[C:11]([OH:13])=[O:12])[C:2]1[CH:7]=[CH:6][CH:5]=[CH:4][CH:3]=1.[C:18](Cl)(=O)C(Cl)=O.[OH2:24].C1(C)C=CC(S(O)(=O)=O)=CC=1.[Si]([CH:40]=[N+:41]=[N-])(C)(C)C. The catalyst is CN(C=O)C. The product is [OH:24][C:3]1[CH:4]=[CH:5][CH:6]=[CH:7][C:2]=1[C:1]1[O:8][C:9]2[C:10]([C:11]([O:13][CH3:18])=[O:12])=[CH:14][CH:15]=[CH:16][C:40]=2[N:41]=1. The yield is 0.360. (3) The reactants are [IH:1].[PH2](O)=O.Cl[C:6]1[CH:19]=[CH:18][C:17]2[C:8](=[C:9]3[C:14](=[C:15]([O:33][CH2:34][CH2:35][CH2:36][CH2:37][CH2:38][CH2:39][CH2:40][CH2:41][CH2:42][CH2:43][CH2:44][CH3:45])[C:16]=2[O:20][CH2:21][CH2:22][CH2:23][CH2:24][CH2:25][CH2:26][CH2:27][CH2:28][CH2:29][CH2:30][CH2:31][CH3:32])[CH:13]=[CH:12][C:11](Cl)=[N:10]3)[N:7]=1.[I-:47].[Na+].O.N. No catalyst specified. The product is [CH2:21]([O:20][C:16]1[C:15]([O:33][CH2:34][CH2:35][CH2:36][CH2:37][CH2:38][CH2:39][CH2:40][CH2:41][CH2:42][CH2:43][CH2:44][CH3:45])=[C:14]2[C:9]([N:10]=[C:11]([I:1])[CH:12]=[CH:13]2)=[C:8]2[C:17]=1[CH:18]=[CH:19][C:6]([I:47])=[N:7]2)[CH2:22][CH2:23][CH2:24][CH2:25][CH2:26][CH2:27][CH2:28][CH2:29][CH2:30][CH2:31][CH3:32]. The yield is 0.580. (4) The reactants are [C:1]([O:5][C:6]([NH:8][C:9]1[CH:10]=[C:11]([CH:15]=[CH:16][CH:17]=1)[C:12]([OH:14])=O)=[O:7])([CH3:4])([CH3:3])[CH3:2].CCN=C=NCCCN(C)C.C1C=CC2N(O)N=NC=2C=1.CCN(CC)CC.[NH2:46][CH2:47][CH:48]([OH:59])[CH2:49][N:50]1[CH2:58][C:57]2[C:52](=[CH:53][CH:54]=[CH:55][CH:56]=2)[CH2:51]1. The catalyst is C(Cl)Cl. The product is [C:1]([O:5][C:6](=[O:7])[NH:8][C:9]1[CH:17]=[CH:16][CH:15]=[C:11]([C:12](=[O:14])[NH:46][CH2:47][CH:48]([OH:59])[CH2:49][N:50]2[CH2:58][C:57]3[C:52](=[CH:53][CH:54]=[CH:55][CH:56]=3)[CH2:51]2)[CH:10]=1)([CH3:2])([CH3:3])[CH3:4]. The yield is 0.490. (5) The catalyst is ClCCl. The reactants are [CH3:1][C:2]1[N:3]=[C:4]([NH2:17])[O:5][C:6]=1[C:7]1[C:16]2[C:11](=[CH:12][CH:13]=[CH:14][CH:15]=2)[CH:10]=[CH:9][CH:8]=1.[Cl:18]N1C(=O)CCC1=O. The product is [Cl:18][CH2:1][C:2]1[N:3]=[C:4]([NH2:17])[O:5][C:6]=1[C:7]1[C:16]2[C:11](=[CH:12][CH:13]=[CH:14][CH:15]=2)[CH:10]=[CH:9][CH:8]=1. The yield is 0.450.